This data is from Forward reaction prediction with 1.9M reactions from USPTO patents (1976-2016). The task is: Predict the product of the given reaction. (1) Given the reactants C([C:2]1[CH:7]=[C:6]([CH3:8])[CH:5]=[C:4]([C:9]([CH3:10])([CH3:12])[CH3:11])[C:3]=1[OH:13])[C:2]1[CH:7]=[C:6]([CH3:8])[CH:5]=[C:4]([C:9]([CH3:12])([CH3:11])[CH3:10])[C:3]=1[OH:13].[CH3:26][C:27]1[CH:32]=[C:32](O)[C:27]([C:26](C)(C)C)=[CH:28][C:28]=1[CH:26]([C:27]1[CH:32]=C(C(C)(C)C)C(O)=C[C:28]=1C)C[CH:26]([C:27]1[CH:32]=C(C(C)(C)C)C(O)=C[C:28]=1C)C, predict the reaction product. The product is: [C:27]([C:2]1[CH:7]=[C:6]([CH3:8])[CH:5]=[C:4]([C:9]([CH3:12])([CH3:10])[CH3:11])[C:3]=1[OH:13])([CH3:32])([CH3:28])[CH3:26]. (2) Given the reactants [Si:1]([O:8][CH2:9][C@@H:10]([NH2:14])[CH2:11][CH2:12][CH3:13])([C:4]([CH3:7])([CH3:6])[CH3:5])([CH3:3])[CH3:2].CO[CH:17](O)[C:18]([F:21])([F:20])[F:19], predict the reaction product. The product is: [Si:1]([O:8][CH2:9][C@@H:10]([N:14]=[CH:17][C:18]([F:21])([F:20])[F:19])[CH2:11][CH2:12][CH3:13])([C:4]([CH3:7])([CH3:6])[CH3:5])([CH3:3])[CH3:2]. (3) Given the reactants [F:1][C:2]([F:13])([F:12])[C:3]1[N:4]=[C:5]2[CH2:10][NH:9][CH2:8][CH2:7][N:6]2[CH:11]=1.CC(C)(OC([NH:20][C@H:21]([CH2:26][C:27]1[CH:32]=[CH:31][C:30]([F:33])=[C:29]([F:34])[CH:28]=1)[CH2:22][C:23](O)=[O:24])=O)C.C1C=CC2N(O)N=NC=2C=1.C(Cl)C[Cl:48], predict the reaction product. The product is: [ClH:48].[ClH:48].[NH2:20][C@H:21]([CH2:26][C:27]1[CH:32]=[CH:31][C:30]([F:33])=[C:29]([F:34])[CH:28]=1)[CH2:22][C:23]([N:9]1[CH2:8][CH2:7][N:6]2[CH:11]=[C:3]([C:2]([F:12])([F:1])[F:13])[N:4]=[C:5]2[CH2:10]1)=[O:24]. (4) Given the reactants C(Cl)(C(Cl)=O)=O.CS(C)=O.[OH:11][C@H:12]1[CH2:16][N:15]([C:17]([O:19][C:20]([CH3:23])([CH3:22])[CH3:21])=[O:18])[C@H:14]([C:24]([O:26][CH3:27])=[O:25])[CH2:13]1.C(N(CC)CC)C, predict the reaction product. The product is: [O:11]=[C:12]1[CH2:16][N:15]([C:17]([O:19][C:20]([CH3:21])([CH3:22])[CH3:23])=[O:18])[C@H:14]([C:24]([O:26][CH3:27])=[O:25])[CH2:13]1. (5) Given the reactants [F:1][C:2]1[CH:10]=[C:9]([C:11]#[N:12])[CH:8]=[CH:7][C:3]=1[C:4]([OH:6])=O.[NH2:13][C:14]1[CH:19]=[CH:18][C:17]([Cl:20])=[CH:16][C:15]=1[C:21]([NH:23][C:24]1[CH:29]=[CH:28][C:27]([Cl:30])=[CH:26][N:25]=1)=[O:22].N1C=CC=CC=1, predict the reaction product. The product is: [Cl:20][C:17]1[CH:18]=[CH:19][C:14]([NH:13][C:4]([C:3]2[CH:7]=[CH:8][C:9]([C:11]#[N:12])=[CH:10][C:2]=2[F:1])=[O:6])=[C:15]([C:21](=[O:22])[NH:23][C:24]2[CH:29]=[CH:28][C:27]([Cl:30])=[CH:26][N:25]=2)[CH:16]=1. (6) Given the reactants CO[C:3](=[O:13])[C:4]1[CH:12]=[CH:11][C:7]([C:8]([OH:10])=O)=[CH:6][CH:5]=1.C([N:16]([CH:20]([CH3:22])[CH3:21])[CH:17]([CH3:19])[CH3:18])C.F[P-](F)(F)(F)(F)F.N1(OC(N(C)C)=[N+](C)C)C2C=CC=CC=2N=N1.[CH2:47]([O:49][C:50]1[CH:51]=[C:52]([C@@H:58]2[C@H:63]([NH2:64])[CH2:62][CH2:61][O:60][CH2:59]2)[CH:53]=[CH:54][C:55]=1[O:56][CH3:57])[CH3:48], predict the reaction product. The product is: [CH2:47]([O:49][C:50]1[CH:51]=[C:52]([C@@H:58]2[C@H:63]([NH:64][C:8](=[O:10])[C:7]3[CH:6]=[CH:5][C:4]([C:3]([N:16]([CH:17]([CH3:18])[CH3:19])[CH:20]([CH3:21])[CH3:22])=[O:13])=[CH:12][CH:11]=3)[CH2:62][CH2:61][O:60][CH2:59]2)[CH:53]=[CH:54][C:55]=1[O:56][CH3:57])[CH3:48]. (7) Given the reactants [C:1]([O:5][C:6]([N:8]([CH3:42])[CH2:9][CH2:10][N:11]([CH2:13][CH:14]1[CH2:20][N:19]2[C:21]3[CH:22]=[C:23]([C:34]([OH:36])=O)[CH:24]=[CH:25][C:26]=3[C:27]([CH:28]3[CH2:33][CH2:32][CH2:31][CH2:30][CH2:29]3)=[C:18]2[C:17]2[CH:37]=[CH:38][CH:39]=[CH:40][C:16]=2[N:15]1[CH3:41])[CH3:12])=[O:7])([CH3:4])([CH3:3])[CH3:2].[CH3:43][O:44][CH:45]([O:53][CH3:54])[CH2:46][N:47]([CH3:52])[S:48]([NH2:51])(=[O:50])=[O:49].C(Cl)CCl, predict the reaction product. The product is: [CH:28]1([C:27]2[C:26]3[CH:25]=[CH:24][C:23]([C:34]([NH:51][S:48]([N:47]([CH2:46][CH:45]([O:44][CH3:43])[O:53][CH3:54])[CH3:52])(=[O:50])=[O:49])=[O:36])=[CH:22][C:21]=3[N:19]3[C:18]=2[C:17]2[CH:37]=[CH:38][CH:39]=[CH:40][C:16]=2[N:15]([CH3:41])[CH:14]([CH2:13][N:11]([CH3:12])[CH2:10][CH2:9][N:8]([CH3:42])[C:6](=[O:7])[O:5][C:1]([CH3:4])([CH3:2])[CH3:3])[CH2:20]3)[CH2:29][CH2:30][CH2:31][CH2:32][CH2:33]1. (8) Given the reactants Cl.[NH2:2][OH:3].C[O-].[Na+].[Cl:7][C:8]1[S:32][C:11]2[NH:12][C:13]([C:15]([NH:17][CH:18]3[CH2:27][C:26]4[C:21](=[CH:22][CH:23]=[CH:24][CH:25]=4)[N:20]([CH2:28][C:29]#[N:30])[C:19]3=[O:31])=[O:16])=[CH:14][C:10]=2[CH:9]=1, predict the reaction product. The product is: [NH2:30]/[C:29](=[N:2]\[OH:3])/[CH2:28][N:20]1[C:21]2[C:26](=[CH:25][CH:24]=[CH:23][CH:22]=2)[CH2:27][CH:18]([NH:17][C:15]([C:13]2[NH:12][C:11]3[S:32][C:8]([Cl:7])=[CH:9][C:10]=3[CH:14]=2)=[O:16])[C:19]1=[O:31]. (9) Given the reactants Cl[C:2]1[C:3]2[N:10]([CH3:11])[CH:9]=[CH:8][C:4]=2[N:5]=[CH:6][N:7]=1.[NH2:12][C:13]1[C:22]2[C:17](=[CH:18][CH:19]=[CH:20][CH:21]=2)[C:16]([OH:23])=[CH:15][CH:14]=1.C(=O)([O-])[O-].[K+].[K+], predict the reaction product. The product is: [CH3:11][N:10]1[C:3]2[C:2]([O:23][C:16]3[C:17]4[C:22](=[CH:21][CH:20]=[CH:19][CH:18]=4)[C:13]([NH2:12])=[CH:14][CH:15]=3)=[N:7][CH:6]=[N:5][C:4]=2[CH:8]=[CH:9]1. (10) Given the reactants [ClH:1].[CH2:2]([C:9]1[N:10]=[C:11]([NH2:14])[NH:12][CH:13]=1)[CH2:3][CH2:4][CH2:5][CH2:6][C:7]#[CH:8].[N:15]([CH2:18][C:19]([CH3:27])=[CH:20][C:21]1[CH:26]=[CH:25][CH:24]=[CH:23][CH:22]=1)=[N+:16]=[N-:17], predict the reaction product. The product is: [ClH:1].[CH3:27][C:19](=[CH:20][C:21]1[CH:26]=[CH:25][CH:24]=[CH:23][CH:22]=1)[CH2:18][N:15]1[CH:8]=[C:7]([CH2:6][CH2:5][CH2:4][CH2:3][CH2:2][C:9]2[N:10]=[C:11]([NH2:14])[NH:12][CH:13]=2)[N:17]=[N:16]1.